This data is from Full USPTO retrosynthesis dataset with 1.9M reactions from patents (1976-2016). The task is: Predict the reactants needed to synthesize the given product. (1) Given the product [CH3:22][N:21]([CH2:20][C:12]1[N:11]([CH3:10])[C:19]2[C:14]([CH:13]=1)=[CH:15][CH:16]=[CH:17][CH:18]=2)[C:5](=[O:9])/[CH:6]=[CH:7]/[C:28]1[CH:27]=[N:29][CH:25]=[CH:24][CH:23]=1, predict the reactants needed to synthesize it. The reactants are: C(Cl)CCl.[C:5]([OH:9])(=O)[CH:6]=[CH2:7].[CH3:10][N:11]1[C:19]2[C:14](=[CH:15][CH:16]=[CH:17][CH:18]=2)[CH:13]=[C:12]1[CH2:20][NH:21][CH3:22].[CH:23]1[CH:24]=[CH:25]C2N(O)N=[N:29][C:27]=2[CH:28]=1.O. (2) Given the product [NH2:30][C:4]1[C:3]([O:2][CH3:1])=[CH:16][C:15]2[C@:14]34[CH2:17][CH2:18][N:19]([C:20]([O:22][CH2:23][C:24]5[CH:25]=[CH:26][CH:27]=[CH:28][CH:29]=5)=[O:21])[C@@H:8]([C@@H:9]3[CH2:10][CH2:11][CH2:12][CH2:13]4)[CH2:7][C:6]=2[CH:5]=1, predict the reactants needed to synthesize it. The reactants are: [CH3:1][O:2][C:3]1[C:4]([N+:30]([O-])=O)=[CH:5][C:6]2[CH2:7][C@H:8]3[N:19]([C:20]([O:22][CH2:23][C:24]4[CH:29]=[CH:28][CH:27]=[CH:26][CH:25]=4)=[O:21])[CH2:18][CH2:17][C@@:14]4([C:15]=2[CH:16]=1)[C@H:9]3[CH2:10][CH2:11][CH2:12][CH2:13]4.O.NN.